Dataset: Reaction yield outcomes from USPTO patents with 853,638 reactions. Task: Predict the reaction yield, written as a fraction of the theoretical maximum amount of product (1.0 means a 100% yield; for example, 0.34 means a 34% yield). (1) The reactants are [OH:1][C:2]1[C:7]([C:8]#[N:9])=[C:6]([O:10][CH3:11])[N:5]=[C:4]([CH3:12])[CH:3]=1.[H-].[Na+].Cl[C:16]([F:23])([F:22])C(OCC)=O. The catalyst is CN(C)C=O. The product is [F:22][CH:16]([F:23])[O:1][C:2]1[C:7]([C:8]#[N:9])=[C:6]([O:10][CH3:11])[N:5]=[C:4]([CH3:12])[CH:3]=1. The yield is 0.220. (2) The reactants are C(OC(N1C[CH2:12][N:11]([C:14]2[C:15](=[O:33])[N:16]([CH2:29][CH:30]([CH3:32])[CH3:31])[N:17]=[C:18]([C:21]3[CH:26]=[CH:25][C:24](C)=[C:23](F)[CH:22]=3)[C:19]=2[CH3:20])[CH2:10]C1)=O)(C)(C)C.C1(CN2C(=O)C(C[O:46][S:47]([CH3:50])(=O)=[O:48])=CC(C3C=CC(S(C)(=O)=O)=CC=3)=N2)CC1.CNC. No catalyst specified. The product is [CH:30]1([CH2:29][N:16]2[C:15](=[O:33])[C:14]([N:11]([CH3:10])[CH3:12])=[C:19]([CH3:20])[C:18]([C:21]3[CH:22]=[CH:23][C:24]([S:47]([CH3:50])(=[O:48])=[O:46])=[CH:25][CH:26]=3)=[N:17]2)[CH2:31][CH2:32]1. The yield is 0.656. (3) The reactants are [NH2:1][CH2:2][CH2:3][C:4]1[C:12]2[C:7](=[CH:8][CH:9]=[CH:10][CH:11]=2)[NH:6][CH:5]=1.[F:13][C:14]1[CH:37]=[CH:36][C:17]([CH2:18][O:19][CH2:20][C:21]([NH:23][CH2:24][CH2:25][CH2:26][CH2:27][CH2:28][C:29]2[N:30]=[C:31]([CH:34]=O)[S:32][CH:33]=2)=[O:22])=[CH:16][CH:15]=1.C(O[BH-](OC(=O)C)OC(=O)C)(=O)C.[Na+]. The catalyst is C1C=CC=CC=1.[OH-].[Na+].O. The product is [NH:6]1[C:7]2[C:12](=[CH:11][CH:10]=[CH:9][CH:8]=2)[C:4]([CH2:3][CH2:2][NH:1][CH2:34][C:31]2[S:32][CH:33]=[C:29]([CH2:28][CH2:27][CH2:26][CH2:25][CH2:24][NH:23][C:21](=[O:22])[CH2:20][O:19][CH2:18][C:17]3[CH:36]=[CH:37][C:14]([F:13])=[CH:15][CH:16]=3)[N:30]=2)=[CH:5]1. The yield is 0.0400. (4) The reactants are C[O:2][C:3](=[O:29])[C@@H:4]([OH:28])[CH2:5][NH:6][C:7]([C:9]1[C:13]([CH3:14])=[C:12](/[CH:15]=[C:16]2\[C:17](=[O:26])[NH:18][C:19]3[C:24]\2=[CH:23][C:22]([F:25])=[CH:21][CH:20]=3)[NH:11][C:10]=1[CH3:27])=[O:8].O[Li].O. The catalyst is CO.O. The product is [F:25][C:22]1[CH:23]=[C:24]2[C:19](=[CH:20][CH:21]=1)[NH:18][C:17](=[O:26])/[C:16]/2=[CH:15]\[C:12]1[NH:11][C:10]([CH3:27])=[C:9]([C:7]([NH:6][CH2:5][C@H:4]([OH:28])[C:3]([OH:29])=[O:2])=[O:8])[C:13]=1[CH3:14]. The yield is 0.880. (5) The yield is 0.770. The catalyst is ClCCl. The product is [Br:48][CH2:21][C:22]([CH2:45][CH3:46])=[CH:23][CH2:24][C:25]1[C:33]([O:34][CH2:35][CH2:36][Si:37]([CH3:40])([CH3:39])[CH3:38])=[C:32]2[C:28]([CH2:29][O:30][C:31]2=[O:41])=[C:27]([CH3:42])[C:26]=1[O:43][CH3:44]. The reactants are C1(P(C2C=CC=CC=2)C2C=CC=CC=2)C=CC=CC=1.O[CH2:21][C:22]([CH2:45][CH3:46])=[CH:23][CH2:24][C:25]1[C:33]([O:34][CH2:35][CH2:36][Si:37]([CH3:40])([CH3:39])[CH3:38])=[C:32]2[C:28]([CH2:29][O:30][C:31]2=[O:41])=[C:27]([CH3:42])[C:26]=1[O:43][CH3:44].C(Br)(Br)(Br)[Br:48]. (6) The reactants are N(S([O-])(=O)=O)(S([O-])(=O)=[O:4])[O].[K+].[K+].[N+:13]([C:16]1[CH:21]=[CH:20][CH:19]=[C:18]([N+:22]([O-:24])=[O:23])C=1CC#N)([O-:15])=[O:14].C([O:30][CH2:31][CH3:32])C. The catalyst is C(=O)([O-])[O-].[Na+].[Na+].C(#N)C. The product is [N+:13]([C:16]1[CH:21]=[CH:20][CH:19]=[C:18]([N+:22]([O-:24])=[O:23])[C:32]=1[C:31]([OH:30])=[O:4])([O-:15])=[O:14]. The yield is 0.900. (7) The reactants are [CH3:1][N:2]1[C:7](=[O:8])[C:6]([NH:9][C:10]2[CH:15]=[CH:14][C:13]([N:16]3[CH2:21][CH2:20][N:19]([CH:22]4[CH2:25][O:24][CH2:23]4)[CH2:18][CH2:17]3)=[CH:12][N:11]=2)=[CH:5][C:4]([C:26]2[CH:31]=[CH:30][N:29]=[C:28]([N:32]3[C:44](=[O:45])[C:43]4[S:42][C:41]5[CH2:40][CH2:39][CH2:38][CH2:37][C:36]=5[C:35]=4[CH:34]=[N:33]3)[C:27]=2[CH:46]=[O:47])=[CH:3]1.[BH4-].[Na+]. The catalyst is CO. The product is [OH:47][CH2:46][C:27]1[C:28]([N:32]2[C:44](=[O:45])[C:43]3[S:42][C:41]4[CH2:40][CH2:39][CH2:38][CH2:37][C:36]=4[C:35]=3[CH:34]=[N:33]2)=[N:29][CH:30]=[CH:31][C:26]=1[C:4]1[CH:5]=[C:6]([NH:9][C:10]2[CH:15]=[CH:14][C:13]([N:16]3[CH2:17][CH2:18][N:19]([CH:22]4[CH2:25][O:24][CH2:23]4)[CH2:20][CH2:21]3)=[CH:12][N:11]=2)[C:7](=[O:8])[N:2]([CH3:1])[CH:3]=1. The yield is 0.500.